This data is from Full USPTO retrosynthesis dataset with 1.9M reactions from patents (1976-2016). The task is: Predict the reactants needed to synthesize the given product. (1) Given the product [CH:13]1([NH:18][C:19]([NH:1][CH2:2][CH2:3][C:4]2[C:12]3[C:7](=[CH:8][CH:9]=[CH:10][CH:11]=3)[NH:6][CH:5]=2)=[O:20])[CH2:17][CH2:16][CH2:15][CH2:14]1, predict the reactants needed to synthesize it. The reactants are: [NH2:1][CH2:2][CH2:3][C:4]1[C:12]2[C:7](=[CH:8][CH:9]=[CH:10][CH:11]=2)[NH:6][CH:5]=1.[CH:13]1([N:18]=[C:19]=[O:20])[CH2:17][CH2:16][CH2:15][CH2:14]1. (2) Given the product [Cl:19][C:20]1[CH:21]=[C:22]2[C:26](=[CH:27][CH:28]=1)[N:25]([CH3:29])[C:24]([C:30](=[O:31])[CH2:12][C:11]([O:14][C:15]([CH3:18])([CH3:17])[CH3:16])=[O:13])=[CH:23]2, predict the reactants needed to synthesize it. The reactants are: [Li+].C[Si]([N-][Si](C)(C)C)(C)C.[C:11]([O:14][C:15]([CH3:18])([CH3:17])[CH3:16])(=[O:13])[CH3:12].[Cl:19][C:20]1[CH:21]=[C:22]2[C:26](=[CH:27][CH:28]=1)[N:25]([CH3:29])[C:24]([C:30](OCC)=[O:31])=[CH:23]2. (3) The reactants are: [Cl:1][C:2]1[CH:7]=[CH:6][C:5]([C:8]2[O:9][C:10]([CH3:23])=[C:11]([CH2:13][N:14]3[CH2:19][CH2:18][CH:17]([C:20](O)=[O:21])[CH2:16][CH2:15]3)[N:12]=2)=[CH:4][CH:3]=1.[N:24]1([CH2:31][CH2:32][CH2:33][NH2:34])[CH2:30][CH2:29][CH2:28][CH2:27][CH2:26][CH2:25]1.CCN(C(C)C)C(C)C.C(Cl)CCl. Given the product [N:24]1([CH2:31][CH2:32][CH2:33][NH:34][C:20]([CH:17]2[CH2:16][CH2:15][N:14]([CH2:13][C:11]3[N:12]=[C:8]([C:5]4[CH:4]=[CH:3][C:2]([Cl:1])=[CH:7][CH:6]=4)[O:9][C:10]=3[CH3:23])[CH2:19][CH2:18]2)=[O:21])[CH2:30][CH2:29][CH2:28][CH2:27][CH2:26][CH2:25]1, predict the reactants needed to synthesize it.